This data is from Full USPTO retrosynthesis dataset with 1.9M reactions from patents (1976-2016). The task is: Predict the reactants needed to synthesize the given product. (1) Given the product [ClH:1].[Cl:1][C:2]1[CH:7]=[CH:6][C:5]([C:8]2[N:12]([C:13]3[CH:18]=[CH:17][C:16]([Cl:19])=[CH:15][C:14]=3[Cl:20])[N:11]=[C:10]([C:21]([NH:41][N:42]3[CH2:47][CH2:46][CH2:45][CH2:44][CH2:43]3)=[O:23])[N:9]=2)=[CH:4][CH:3]=1, predict the reactants needed to synthesize it. The reactants are: [Cl:1][C:2]1[CH:7]=[CH:6][C:5]([C:8]2[N:12]([C:13]3[CH:18]=[CH:17][C:16]([Cl:19])=[CH:15][C:14]=3[Cl:20])[N:11]=[C:10]([C:21]([OH:23])=O)[N:9]=2)=[CH:4][CH:3]=1.C(N(C(C)C)CC)(C)C.F[P-](F)(F)(F)(F)F.N1(OC(N(C)C)=[N+](C)C)[C:44]2[CH:45]=[CH:46][CH:47]=C[C:43]=2[N:42]=[N:41]1.NN1CCCCC1.C([O-])(O)=O.[Na+]. (2) Given the product [NH2:45][C:4]1[C:9]([Cl:10])=[C:8]([O:11][C:12]2[CH:17]=[CH:16][C:15]([NH:18][C:19]([C:21]3[C:22](=[O:36])[N:23]([C:30]4[CH:35]=[CH:34][CH:33]=[CH:32][CH:31]=4)[N:24]4[CH2:29][CH2:28][CH2:27][CH2:26][C:25]=34)=[O:20])=[CH:14][CH:13]=2)[CH:7]=[CH:6][N:5]=1, predict the reactants needed to synthesize it. The reactants are: C([C:4]1[C:9]([Cl:10])=[C:8]([O:11][C:12]2[CH:17]=[CH:16][C:15]([NH:18][C:19]([C:21]3[C:22](=[O:36])[N:23]([C:30]4[CH:35]=[CH:34][CH:33]=[CH:32][CH:31]=4)[N:24]4[CH2:29][CH2:28][CH2:27][CH2:26][C:25]=34)=[O:20])=[CH:14][CH:13]=2)[CH:7]=[CH:6][N:5]=1)(=O)N.CCOC(C)=O.CC#[N:45].C(OI(C1C=CC=CC=1)OC(=O)C)(=O)C. (3) Given the product [C:24]([C:2]1[CH:7]=[CH:6][C:5]([C:8]2([NH:16][C:17](=[O:23])[O:18][C:19]([CH3:22])([CH3:21])[CH3:20])[CH2:11][C:10]3([O:12][CH2:13][CH2:14][O:15]3)[CH2:9]2)=[CH:4][CH:3]=1)#[N:25], predict the reactants needed to synthesize it. The reactants are: Br[C:2]1[CH:7]=[CH:6][C:5]([C:8]2([NH:16][C:17](=[O:23])[O:18][C:19]([CH3:22])([CH3:21])[CH3:20])[CH2:11][C:10]3([O:15][CH2:14][CH2:13][O:12]3)[CH2:9]2)=[CH:4][CH:3]=1.[CH3:24][N:25](C=O)C.